From a dataset of Peptide-MHC class I binding affinity with 185,985 pairs from IEDB/IMGT. Regression. Given a peptide amino acid sequence and an MHC pseudo amino acid sequence, predict their binding affinity value. This is MHC class I binding data. The peptide sequence is RRGGRWIL. The MHC is Mamu-A07 with pseudo-sequence Mamu-A07. The binding affinity (normalized) is 0.